From a dataset of Catalyst prediction with 721,799 reactions and 888 catalyst types from USPTO. Predict which catalyst facilitates the given reaction. (1) The catalyst class is: 5. Reactant: ClCC([O:5][C@@H:6]1[C@@H:19]([O:20][C:21](=[O:26])[C:22]([CH3:25])([CH3:24])[CH3:23])[C@H:18]([F:27])[C@@H:17]([CH2:28][O:29][C:30](=[O:35])[C:31]([CH3:34])([CH3:33])[CH3:32])[O:16][C@H:7]1[O:8][CH2:9][C:10]1[CH:15]=[CH:14][CH:13]=[CH:12][CH:11]=1)=O.C[O-].[Na+]. Product: [F:27][C@@H:18]1[C@@H:17]([CH2:28][O:29][C:30](=[O:35])[C:31]([CH3:34])([CH3:33])[CH3:32])[O:16][C@@H:7]([O:8][CH2:9][C:10]2[CH:11]=[CH:12][CH:13]=[CH:14][CH:15]=2)[C@H:6]([OH:5])[C@H:19]1[O:20][C:21](=[O:26])[C:22]([CH3:25])([CH3:24])[CH3:23]. (2) Reactant: [C:1]([O:5][C:6]([NH:8][CH:9]([C:21]([N:23]1[CH2:28][CH2:27][CH:26]([CH3:29])[CH2:25][CH2:24]1)=[O:22])[CH2:10][CH2:11][C:12]1[CH:13]=[C:14]([CH:18]=[CH:19][CH:20]=1)[C:15](O)=[O:16])=[O:7])([CH3:4])([CH3:3])[CH3:2].C(Cl)CCl.[NH3:34]. Product: [C:1]([O:5][C:6](=[O:7])[NH:8][CH:9]([C:21]([N:23]1[CH2:24][CH2:25][CH:26]([CH3:29])[CH2:27][CH2:28]1)=[O:22])[CH2:10][CH2:11][C:12]1[CH:20]=[CH:19][CH:18]=[C:14]([C:15](=[O:16])[NH2:34])[CH:13]=1)([CH3:3])([CH3:2])[CH3:4]. The catalyst class is: 241. (3) Reactant: [CH3:1][C:2]1[CH:9]=[CH:8][C:5]([CH:6]=O)=[CH:4][C:3]=1[N+:10]([O-:12])=[O:11].[NH2:13][C:14]1[CH:32]=[CH:31][CH:30]=[CH:29][C:15]=1[C:16]([NH:18][C:19]1[CH:24]=[CH:23][C:22]([CH:25]([CH2:27][CH3:28])[CH3:26])=[CH:21][CH:20]=1)=[O:17]. Product: [CH:25]([C:22]1[CH:23]=[CH:24][C:19]([N:18]2[C:16](=[O:17])[C:15]3[C:14](=[CH:32][CH:31]=[CH:30][CH:29]=3)[N:13]=[C:6]2[C:5]2[CH:8]=[CH:9][C:2]([CH3:1])=[C:3]([N+:10]([O-:12])=[O:11])[CH:4]=2)=[CH:20][CH:21]=1)([CH2:27][CH3:28])[CH3:26]. The catalyst class is: 14.